Dataset: Catalyst prediction with 721,799 reactions and 888 catalyst types from USPTO. Task: Predict which catalyst facilitates the given reaction. (1) The catalyst class is: 79. Product: [Si:43]([O:32][CH2:31][CH:30]([OH:33])[CH2:29][O:28][C:3]1[CH:4]=[C:5]([Cl:27])[C:6]([C:8]2[N:12]=[C:11]([C:13]3[N:14]=[C:15]4[C:20]([Cl:21])=[CH:19][C:18]([C:22]([F:23])([F:24])[F:25])=[CH:17][N:16]4[CH:26]=3)[O:10][N:9]=2)=[CH:7][C:2]=1[Cl:1])([C:40]([CH3:42])([CH3:41])[CH3:39])([CH3:45])[CH3:44]. Reactant: [Cl:1][C:2]1[CH:7]=[C:6]([C:8]2[N:12]=[C:11]([C:13]3[N:14]=[C:15]4[C:20]([Cl:21])=[CH:19][C:18]([C:22]([F:25])([F:24])[F:23])=[CH:17][N:16]4[CH:26]=3)[O:10][N:9]=2)[C:5]([Cl:27])=[CH:4][C:3]=1[O:28][CH2:29][CH:30]([OH:33])[CH2:31][OH:32].N1C=CN=C1.[CH3:39][C:40]([Si:43](Cl)([CH3:45])[CH3:44])([CH3:42])[CH3:41]. (2) Reactant: [CH:1]([O:14][N:15]1[CH:20]=[C:19]([O:21][CH2:22][C:23]2[CH:28]=[CH:27][C:26]([O:29][CH3:30])=[CH:25][CH:24]=2)[C:18](=[O:31])[CH:17]=[C:16]1[CH2:32][N:33]1C(=O)C2C(=CC=CC=2)C1=O)([C:8]1[CH:13]=[CH:12][CH:11]=[CH:10][CH:9]=1)[C:2]1[CH:7]=[CH:6][CH:5]=[CH:4][CH:3]=1.O.NN. Product: [NH2:33][CH2:32][C:16]1[N:15]([O:14][CH:1]([C:2]2[CH:3]=[CH:4][CH:5]=[CH:6][CH:7]=2)[C:8]2[CH:9]=[CH:10][CH:11]=[CH:12][CH:13]=2)[CH:20]=[C:19]([O:21][CH2:22][C:23]2[CH:24]=[CH:25][C:26]([O:29][CH3:30])=[CH:27][CH:28]=2)[C:18](=[O:31])[CH:17]=1. The catalyst class is: 147. (3) Reactant: Cl.CO[C:4](=[O:14])[C@@H:5]1[CH2:9][C@@H:8]([O:10][CH2:11][CH:12]=[CH2:13])[CH2:7][NH:6]1.[NH:15]([C:35]([CH3:37])=[O:36])[C@H:16]([C:25]([NH:27][C@H:28]([C:32]([OH:34])=O)[CH:29]([CH3:31])[CH3:30])=[O:26])[CH2:17][C:18]1[CH:23]=[CH:22][C:21]([OH:24])=[CH:20][CH:19]=1.C([N:41]([CH:44]([CH3:46])[CH3:45])CC)(C)C.[OH:47]N1C2C=CC=CC=2N=N1.Cl.CN(C)CCCN=C=NCC.[C:69]([O:72]CC)(=[O:71])C. Product: [C:35]([NH:15][C@H:16]([C:25]([NH:27][C@H:28]([C:32]([N:6]1[CH2:7][C@H:8]([O:10][CH2:11][CH:12]=[CH2:13])[CH2:9][C@H:5]1[C:4]([NH:41][C@H:44]([CH:45]=[O:47])[CH2:46][C:69]([OH:72])=[O:71])=[O:14])=[O:34])[CH:29]([CH3:30])[CH3:31])=[O:26])[CH2:17][C:18]1[CH:19]=[CH:20][C:21]([OH:24])=[CH:22][CH:23]=1)(=[O:36])[CH3:37]. The catalyst class is: 120. (4) Reactant: [CH3:1][N:2]([S:24]([C:27]1[CH:32]=[CH:31][C:30]([C:33]([F:36])([F:35])[F:34])=[CH:29][CH:28]=1)(=[O:26])=[O:25])[C@H:3]1[CH2:8][CH2:7][C@H:6]([CH2:9]OS(C2C=CC(C(F)(F)F)=CC=2)(=O)=O)[CH2:5][CH2:4]1.Cl.[CH3:38][N:39]([CH3:43])[CH2:40][CH2:41][SH:42].[H-].[Na+].[Na+].[I-].OS([O-])(=O)=O.[K+].C([O-])(O)=O.[Na+].CCOCC. Product: [CH3:38][N:39]([CH3:43])[CH2:40][CH2:41][S:42][CH2:9][C@H:6]1[CH2:7][CH2:8][C@H:3]([N:2]([CH3:1])[S:24]([C:27]2[CH:32]=[CH:31][C:30]([C:33]([F:35])([F:36])[F:34])=[CH:29][CH:28]=2)(=[O:25])=[O:26])[CH2:4][CH2:5]1. The catalyst class is: 3. (5) Reactant: [NH2:1][C@H:2]1[CH2:6][O:5][CH2:4][C@@H:3]1[OH:7].C(N(CC)C(C)C)(C)C.Cl[C:18]([O:20][CH2:21][C:22]1[CH:27]=[CH:26][CH:25]=[CH:24][CH:23]=1)=[O:19]. Product: [OH:7][C@H:3]1[CH2:4][O:5][CH2:6][C@@H:2]1[NH:1][C:18](=[O:19])[O:20][CH2:21][C:22]1[CH:27]=[CH:26][CH:25]=[CH:24][CH:23]=1. The catalyst class is: 4.